From a dataset of NCI-60 drug combinations with 297,098 pairs across 59 cell lines. Regression. Given two drug SMILES strings and cell line genomic features, predict the synergy score measuring deviation from expected non-interaction effect. (1) Drug 1: COC1=C(C=C2C(=C1)N=CN=C2NC3=CC(=C(C=C3)F)Cl)OCCCN4CCOCC4. Drug 2: CCN(CC)CCNC(=O)C1=C(NC(=C1C)C=C2C3=C(C=CC(=C3)F)NC2=O)C. Cell line: HOP-62. Synergy scores: CSS=8.84, Synergy_ZIP=-1.96, Synergy_Bliss=1.32, Synergy_Loewe=-0.473, Synergy_HSA=-0.132. (2) Drug 1: CCC(=C(C1=CC=CC=C1)C2=CC=C(C=C2)OCCN(C)C)C3=CC=CC=C3.C(C(=O)O)C(CC(=O)O)(C(=O)O)O. Drug 2: CCN(CC)CCCC(C)NC1=C2C=C(C=CC2=NC3=C1C=CC(=C3)Cl)OC. Cell line: CCRF-CEM. Synergy scores: CSS=28.7, Synergy_ZIP=2.00, Synergy_Bliss=1.03, Synergy_Loewe=-24.0, Synergy_HSA=-0.919. (3) Drug 1: C1CNP(=O)(OC1)N(CCCl)CCCl. Drug 2: CC(C)(C#N)C1=CC=C(C=C1)N2C3=C4C=C(C=CC4=NC=C3N(C2=O)C)C5=CC6=CC=CC=C6N=C5. Cell line: UACC62. Synergy scores: CSS=52.4, Synergy_ZIP=8.99, Synergy_Bliss=8.26, Synergy_Loewe=-45.1, Synergy_HSA=4.83.